This data is from Full USPTO retrosynthesis dataset with 1.9M reactions from patents (1976-2016). The task is: Predict the reactants needed to synthesize the given product. (1) Given the product [Cl:26][C:15]1[CH:16]=[C:17]([CH2:20][N:21]2[CH2:25][CH2:24][CH2:23][CH2:22]2)[CH:18]=[CH:19][C:14]=1[NH:13][C:11]1[C:5]2=[C:6]([OH:10])[N:7]=[N:8][CH:9]=[C:4]2[CH:3]=[C:2]([N:31]2[CH2:32][CH2:33][CH:28]([F:27])[CH2:29][CH2:30]2)[N:12]=1, predict the reactants needed to synthesize it. The reactants are: Cl[C:2]1[N:12]=[C:11]([NH:13][C:14]2[CH:19]=[CH:18][C:17]([CH2:20][N:21]3[CH2:25][CH2:24][CH2:23][CH2:22]3)=[CH:16][C:15]=2[Cl:26])[C:5]2[C:6](=[O:10])[NH:7][N:8]=[CH:9][C:4]=2[CH:3]=1.[F:27][CH:28]1[CH2:33][CH2:32][NH:31][CH2:30][CH2:29]1.C(N(C(C)C)C(C)C)C. (2) Given the product [CH3:1][N:2]([C@H:3]1[CH2:7][CH2:6][N:5]([CH2:8][CH2:9][S:10]([CH3:13])(=[O:11])=[O:12])[CH2:4]1)[C:14]1[CH:15]=[CH:16][C:17]([NH2:20])=[CH:18][CH:19]=1, predict the reactants needed to synthesize it. The reactants are: [CH3:1][N:2]([C:14]1[CH:19]=[CH:18][C:17]([N+:20]([O-])=O)=[CH:16][CH:15]=1)[C@H:3]1[CH2:7][CH2:6][N:5]([CH2:8][CH2:9][S:10]([CH3:13])(=[O:12])=[O:11])[CH2:4]1.[Cl-].[NH4+]. (3) Given the product [NH2:21][C:22]1[C:23]2[C:31](=[O:32])[CH:30]=[CH:29][N:28]([CH:2]([C:4]3[O:5][C:6](=[O:20])[C:7]4[C:12]([C:13]=3[C:14]3[CH:19]=[CH:18][CH:17]=[CH:16][CH:15]=3)=[CH:11][CH:10]=[CH:9][CH:8]=4)[CH3:3])[C:24]=2[N:25]=[CH:26][N:27]=1, predict the reactants needed to synthesize it. The reactants are: Br[CH:2]([C:4]1[O:5][C:6](=[O:20])[C:7]2[C:12]([C:13]=1[C:14]1[CH:19]=[CH:18][CH:17]=[CH:16][CH:15]=1)=[CH:11][CH:10]=[CH:9][CH:8]=2)[CH3:3].[NH2:21][C:22]1[C:23]2[C:31](=[O:32])[CH:30]=[CH:29][NH:28][C:24]=2[N:25]=[CH:26][N:27]=1.C(=O)([O-])[O-].[K+].[K+]. (4) Given the product [CH2:1]([C:3]1[N:7]([C:8]2[N:16]=[C:15]3[C:11]([N:12]=[C:13]([C:18]([CH:20]4[CH2:21][CH2:22][N:23]([C:43](=[O:47])[CH:44]([CH3:46])[CH3:45])[CH2:24][CH2:25]4)=[O:19])[N:14]3[CH3:17])=[C:10]([N:26]3[CH2:27][CH2:28][O:29][CH2:30][CH2:31]3)[N:9]=2)[C:6]2[CH:32]=[CH:33][CH:34]=[CH:35][C:5]=2[N:4]=1)[CH3:2], predict the reactants needed to synthesize it. The reactants are: [CH2:1]([C:3]1[N:7]([C:8]2[N:16]=[C:15]3[C:11]([N:12]=[C:13]([C:18]([CH:20]4[CH2:25][CH2:24][NH:23][CH2:22][CH2:21]4)=[O:19])[N:14]3[CH3:17])=[C:10]([N:26]3[CH2:31][CH2:30][O:29][CH2:28][CH2:27]3)[N:9]=2)[C:6]2[CH:32]=[CH:33][CH:34]=[CH:35][C:5]=2[N:4]=1)[CH3:2].CCN(CC)CC.[C:43](Cl)(=[O:47])[CH:44]([CH3:46])[CH3:45]. (5) Given the product [NH:26]1[C:27]2=[N:28][CH:29]=[CH:30][CH:31]=[C:32]2[C:24]([C:2]2[N:11]=[CH:10][C:9]3[NH:8][CH2:7][CH:6]4[CH2:12][O:13][CH2:14][CH2:15][N:5]4[C:4]=3[N:3]=2)=[CH:25]1, predict the reactants needed to synthesize it. The reactants are: Cl[C:2]1[N:11]=[CH:10][C:9]2[NH:8][CH2:7][CH:6]3[CH2:12][O:13][CH2:14][CH2:15][N:5]3[C:4]=2[N:3]=1.CC1(C)C(C)(C)OB([C:24]2[C:32]3[C:27](=[N:28][CH:29]=[CH:30][CH:31]=3)[N:26](C(OC(C)(C)C)=O)[CH:25]=2)O1.C([O-])(O)=O.[Na+]. (6) Given the product [F:15][C:12]([F:13])([F:14])[C:9]1[N:8]=[CH:7][C:6]([SH:5])=[CH:11][CH:10]=1, predict the reactants needed to synthesize it. The reactants are: C(O)C.C(=S)(OCC)[S:5][C:6]1[CH:7]=[N:8][C:9]([C:12]([F:15])([F:14])[F:13])=[CH:10][CH:11]=1.[OH-].[Na+]. (7) Given the product [CH2:1]([C:11]1[CH:12]=[CH:13][C:14](/[CH:17]=[CH:18]/[CH2:19][OH:20])=[CH:15][CH:16]=1)[CH2:2][CH2:3][CH2:4][CH2:5][CH2:6][CH2:7][CH2:8][CH2:9][CH3:10], predict the reactants needed to synthesize it. The reactants are: [CH2:1]([C:11]1[CH:16]=[CH:15][C:14](/[CH:17]=[CH:18]/[C:19](OC)=[O:20])=[CH:13][CH:12]=1)[CH2:2][CH2:3][CH2:4][CH2:5][CH2:6][CH2:7][CH2:8][CH2:9][CH3:10].[H-]. (8) Given the product [O:3]=[CH:4][CH2:5][CH2:6][N:7]([C:15]1[S:16][CH:17]=[C:18]([C:20]2[O:24][N:23]=[C:22]([C:25]3[CH:26]=[CH:27][CH:28]=[CH:29][CH:30]=3)[CH:21]=2)[N:19]=1)[C:8]([C:10]1[S:11][CH:12]=[CH:13][CH:14]=1)=[O:9], predict the reactants needed to synthesize it. The reactants are: C([O:3][CH:4](OCC)[CH2:5][CH2:6][N:7]([C:15]1[S:16][CH:17]=[C:18]([C:20]2[O:24][N:23]=[C:22]([C:25]3[CH:30]=[CH:29][CH:28]=[CH:27][CH:26]=3)[CH:21]=2)[N:19]=1)[C:8]([C:10]1[S:11][CH:12]=[CH:13][CH:14]=1)=[O:9])C.Cl. (9) Given the product [C:43]1([CH2:42][CH2:41][CH2:40][CH2:39][CH2:38][CH2:37][C:36]([C:49]2[O:50][C:51]([C:54]([F:57])([F:56])[F:55])=[CH:52][N:53]=2)=[O:35])[CH:48]=[CH:47][CH:46]=[CH:45][CH:44]=1, predict the reactants needed to synthesize it. The reactants are: [Si](OC(C1OC(I)=CN=1)CCCCCCC1C=CC=CC=1)(C(C)(C)C)(C)C.[Si]([O:35][CH:36]([C:49]1[O:50][C:51]([C:54]([F:57])([F:56])[F:55])=[CH:52][N:53]=1)[CH2:37][CH2:38][CH2:39][CH2:40][CH2:41][CH2:42][C:43]1[CH:48]=[CH:47][CH:46]=[CH:45][CH:44]=1)(C(C)(C)C)(C)C.CN(P(N(C)C)(N(C)C)=O)C.FS(C(C(OC)=O)(F)F)(=O)=O.[NH4+].[Cl-].